This data is from Full USPTO retrosynthesis dataset with 1.9M reactions from patents (1976-2016). The task is: Predict the reactants needed to synthesize the given product. (1) Given the product [C:1]([O:5][C:6]([CH:7]1[NH:8][CH:9]([CH2:10][C:11]([CH3:14])([CH3:13])[CH3:12])[C:21]2([C:20]3[C:24](=[CH:25][C:17]([Cl:16])=[CH:18][CH:19]=3)[NH:23][C:22]2=[O:26])[CH:27]1[C:28]1[CH:33]=[CH:32][CH:31]=[C:30]([Cl:34])[C:29]=1[F:35])=[O:15])([CH3:4])([CH3:3])[CH3:2], predict the reactants needed to synthesize it. The reactants are: [C:1]([O:5][C:6](=[O:15])[CH2:7]/[N:8]=[CH:9]/[CH2:10][C:11]([CH3:14])([CH3:13])[CH3:12])([CH3:4])([CH3:3])[CH3:2].[Cl:16][C:17]1[CH:25]=[C:24]2[C:20](/[C:21](=[CH:27]/[C:28]3[CH:33]=[CH:32][CH:31]=[C:30]([Cl:34])[C:29]=3[F:35])/[C:22](=[O:26])[NH:23]2)=[CH:19][CH:18]=1.C(N(CC)CC)C.C1CCN2C(=NCCC2)CC1. (2) The reactants are: Br[C:2]1[CH:3]=[N:4][CH:5]=[CH:6][CH:7]=1.CC(C)([O-])C.[Na+].C1COCC1.Cl.Cl.[NH2:21][CH2:22][CH2:23][NH:24][C@:25]12[CH2:60][CH2:59][C@@H:58]([C:61]([CH3:63])=[CH2:62])[C@@H:26]1[C@@H:27]1[C@@:40]([CH3:43])([CH2:41][CH2:42]2)[C@@:39]2([CH3:44])[C@@H:30]([C@:31]3([CH3:57])[C@@H:36]([CH2:37][CH2:38]2)[C:35]([CH3:46])([CH3:45])[C:34]([C:47]2[CH:56]=[CH:55][C:50]([C:51]([O:53]C)=[O:52])=[CH:49][CH:48]=2)=[CH:33][CH2:32]3)[CH2:29][CH2:28]1.O.[OH-].[Li+].C(O)(C(F)(F)F)=O. Given the product [CH3:43][C@:40]12[C@@:39]3([CH3:44])[C@@H:30]([C@:31]4([CH3:57])[C@@H:36]([CH2:37][CH2:38]3)[C:35]([CH3:45])([CH3:46])[C:34]([C:47]3[CH:56]=[CH:55][C:50]([C:51]([OH:53])=[O:52])=[CH:49][CH:48]=3)=[CH:33][CH2:32]4)[CH2:29][CH2:28][C@@H:27]1[C@H:26]1[C@H:58]([C:61]([CH3:63])=[CH2:62])[CH2:59][CH2:60][C@:25]1([NH:24][CH2:23][CH2:22][NH:21][C:2]1[CH:3]=[N:4][CH:5]=[CH:6][CH:7]=1)[CH2:42][CH2:41]2, predict the reactants needed to synthesize it. (3) Given the product [F:41][C:40]([F:43])([F:42])[C:38]([OH:44])=[O:39].[CH3:29][O:28][C:25]1[CH:24]=[CH:23][C:22]([NH:21][C:19](=[O:20])/[CH:18]=[CH:17]/[C@@H:16]([NH:15][C:13](=[O:14])[C@H:9]([CH:10]([CH3:12])[CH3:11])[NH2:5])[CH2:30][CH2:31][C:32]2[CH:33]=[CH:34][CH:35]=[CH:36][CH:37]=2)=[CH:27][CH:26]=1, predict the reactants needed to synthesize it. The reactants are: CC([N:5]([C@H:9]([C:13]([NH:15][C@@H:16]([CH2:30][CH2:31][C:32]1[CH:37]=[CH:36][CH:35]=[CH:34][CH:33]=1)/[CH:17]=[CH:18]/[C:19]([NH:21][C:22]1[CH:27]=[CH:26][C:25]([O:28][CH3:29])=[CH:24][CH:23]=1)=[O:20])=[O:14])[CH:10]([CH3:12])[CH3:11])C(=O)[O-])(C)C.[C:38]([OH:44])([C:40]([F:43])([F:42])[F:41])=[O:39]. (4) Given the product [O:12]=[C:11]1[CH2:10][CH2:9][CH2:8][O:7][C:6]2[CH:13]=[C:2]([NH:15][C:14](=[O:21])[O:16][C:17]([CH3:20])([CH3:19])[CH3:18])[CH:3]=[CH:4][C:5]1=2, predict the reactants needed to synthesize it. The reactants are: Br[C:2]1[CH:3]=[CH:4][C:5]2[C:11](=[O:12])[CH2:10][CH2:9][CH2:8][O:7][C:6]=2[CH:13]=1.[C:14](=[O:21])([O:16][C:17]([CH3:20])([CH3:19])[CH3:18])[NH2:15].C([O-])([O-])=O.[Cs+].[Cs+]. (5) Given the product [CH3:1][O:2][C:3]([C:5]1[CH:18]=[CH:17][C:8]2[N:9]([CH:13]3[CH2:16][CH2:15][CH2:14]3)[C:10](=[O:12])[N:11]([CH3:22])[C:7]=2[CH:6]=1)=[O:4], predict the reactants needed to synthesize it. The reactants are: [CH3:1][O:2][C:3]([C:5]1[CH:18]=[CH:17][C:8]2[N:9]([CH:13]3[CH2:16][CH2:15][CH2:14]3)[C:10](=[O:12])[NH:11][C:7]=2[CH:6]=1)=[O:4].[H-].[Na+].I[CH3:22]. (6) Given the product [F:44][C:45]1[CH:62]=[CH:61][C:48]([CH2:49][C:50]2[C:59]3[C:54](=[CH:55][CH:56]=[CH:57][CH:58]=3)[C:53](=[O:60])[NH:52][N:51]=2)=[CH:47][C:46]=1[C:63]([N:65]1[CH2:66][CH2:67][CH:68]([O:8][C:6]2[CH:5]=[CH:4][CH:3]=[C:2]([CH3:1])[N:7]=2)[CH2:69][CH2:70]1)=[O:64], predict the reactants needed to synthesize it. The reactants are: [CH3:1][C:2]1[N:7]=[C:6]([OH:8])[CH:5]=[CH:4][CH:3]=1.C1(P(C2C=CC=CC=2)C2C=CC=CC=2)C=CC=CC=1.N(C(OC(C)(C)C)=O)=NC(OC(C)(C)C)=O.[F:44][C:45]1[CH:62]=[CH:61][C:48]([CH2:49][C:50]2[C:59]3[C:54](=[CH:55][CH:56]=[CH:57][CH:58]=3)[C:53](=[O:60])[NH:52][N:51]=2)=[CH:47][C:46]=1[C:63]([N:65]1[CH2:70][CH2:69][CH:68](O)[CH2:67][CH2:66]1)=[O:64].